This data is from Reaction yield outcomes from USPTO patents with 853,638 reactions. The task is: Predict the reaction yield, written as a fraction of the theoretical maximum amount of product (1.0 means a 100% yield; for example, 0.34 means a 34% yield). (1) The reactants are [C:1]([N:8]1[CH2:16][C@H:14]([OH:15])[CH2:13][C@H:9]1[C:10]([OH:12])=O)([O:3][C:4]([CH3:7])([CH3:6])[CH3:5])=[O:2].CN(C(ON1N=N[C:27]2[CH:28]=[CH:29][CH:30]=[N:31][C:26]1=2)=[N+](C)C)C.F[P-](F)(F)(F)(F)F.C(N(C(C)C)CC)(C)C.S(C1C=CC(C)=CC=1)([O-])(=O)=O.C([NH2+]C1CC1)=C.[CH3:67][CH2:68][O:69][C:70](C)=[O:71]. No catalyst specified. The product is [CH2:68]([O:69][C:70]([C@@:30]1([NH:31][C:10]([C@@H:9]2[CH2:13][C@@H:14]([OH:15])[CH2:16][N:8]2[C:1]([O:3][C:4]([CH3:5])([CH3:6])[CH3:7])=[O:2])=[O:12])[CH2:29][C@H:28]1[CH:27]=[CH2:26])=[O:71])[CH3:67]. The yield is 0.850. (2) The product is [OH:26][C:25]1[C:17]([CH:2]2[C:10]3[C:5](=[N:6][CH:7]=[CH:8][CH:9]=3)[N:4]([CH2:11][CH2:12][CH2:13][CH2:14][CH3:15])[C:3]2=[O:16])=[CH:18][C:19]2[O:23][CH2:22][O:21][C:20]=2[CH:24]=1. The yield is 0.760. The reactants are O[C:2]1([C:17]2[C:25]([OH:26])=[CH:24][C:20]3[O:21][CH2:22][O:23][C:19]=3[CH:18]=2)[C:10]2[C:5](=[N:6][CH:7]=[CH:8][CH:9]=2)[N:4]([CH2:11][CH2:12][CH2:13][CH2:14][CH3:15])[C:3]1=[O:16].C(N(C(C)C)CC)(C)C.S(Cl)(Cl)=O. The catalyst is ClCCl.[Zn]. (3) The reactants are [Cl:1][C:2]1[C:3]2[NH:10][CH:9]=[CH:8][C:4]=2[N:5]=[CH:6][N:7]=1.Br[CH2:12][CH2:13][O:14][CH2:15][CH2:16][O:17][CH3:18].C(=O)([O-])[O-].[Cs+].[Cs+].CN(C)C=O. The catalyst is O. The product is [Cl:1][C:2]1[C:3]2[N:10]([CH2:12][CH2:13][O:14][CH2:15][CH2:16][O:17][CH3:18])[CH:9]=[CH:8][C:4]=2[N:5]=[CH:6][N:7]=1. The yield is 0.930. (4) The reactants are Br[C:2]1[CH:3]=[C:4]([C:8]2[N:12]([C:13]3[CH:18]=[CH:17][CH:16]=[CH:15][CH:14]=3)[C:11]3[CH:19]=[CH:20][CH:21]=[CH:22][C:10]=3[N:9]=2)[CH:5]=[CH:6][CH:7]=1.[CH:23]1[C:31]2[C:30]3[CH:32]=[CH:33][CH:34]=[CH:35][C:29]=3[S:28][C:27]=2[C:26](B(O)O)=[CH:25][CH:24]=1.C1(C)C=CC=CC=1P(C1C=CC=CC=1C)C1C=CC=CC=1C.C(=O)([O-])[O-].[K+].[K+]. The catalyst is C([O-])(=O)C.[Pd+2].C([O-])(=O)C.C(O)C.C1(C)C=CC=CC=1. The product is [CH:23]1[C:31]2[C:30]3[CH:32]=[CH:33][CH:34]=[CH:35][C:29]=3[S:28][C:27]=2[C:26]([C:6]2[CH:5]=[C:4]([C:8]3[N:12]([C:13]4[CH:14]=[CH:15][CH:16]=[CH:17][CH:18]=4)[C:11]4[CH:19]=[CH:20][CH:21]=[CH:22][C:10]=4[N:9]=3)[CH:3]=[CH:2][CH:7]=2)=[CH:25][CH:24]=1. The yield is 0.510. (5) The yield is 0.440. The reactants are [Si:1]([O:8][CH:9]1[CH2:14][CH2:13][N:12]([C:15]2[CH:20]=[CH:19][C:18]([N+:21]([O-])=O)=[CH:17][N:16]=2)[CH2:11][CH2:10]1)([C:4]([CH3:7])([CH3:6])[CH3:5])([CH3:3])[CH3:2].[H][H]. The product is [Si:1]([O:8][CH:9]1[CH2:10][CH2:11][N:12]([C:15]2[N:16]=[CH:17][C:18]([NH2:21])=[CH:19][CH:20]=2)[CH2:13][CH2:14]1)([C:4]([CH3:7])([CH3:5])[CH3:6])([CH3:3])[CH3:2]. The catalyst is [Pd].CO. (6) The reactants are Br[C:2]1[CH:3]=[C:4]([C:9]2[N:13]=[C:12]([C:14]3[CH:19]=[CH:18][C:17]([F:20])=[CH:16][N:15]=3)[O:11][N:10]=2)[CH:5]=[C:6]([F:8])[CH:7]=1.B1([C:27]2[CH:32]=[CH:31][CH:30]=[N:29][CH:28]=2)OCCCO1.COCCOC.C(=O)([O-])[O-].[Na+].[Na+]. The catalyst is ClCCl.C1C=CC([P]([Pd]([P](C2C=CC=CC=2)(C2C=CC=CC=2)C2C=CC=CC=2)([P](C2C=CC=CC=2)(C2C=CC=CC=2)C2C=CC=CC=2)[P](C2C=CC=CC=2)(C2C=CC=CC=2)C2C=CC=CC=2)(C2C=CC=CC=2)C2C=CC=CC=2)=CC=1. The product is [F:20][C:17]1[CH:18]=[CH:19][C:14]([C:12]2[O:11][N:10]=[C:9]([C:4]3[CH:3]=[C:2]([C:27]4[CH:28]=[N:29][CH:30]=[CH:31][CH:32]=4)[CH:7]=[C:6]([F:8])[CH:5]=3)[N:13]=2)=[N:15][CH:16]=1. The yield is 0.177.